This data is from Forward reaction prediction with 1.9M reactions from USPTO patents (1976-2016). The task is: Predict the product of the given reaction. The product is: [C:17]([C:16]1[C:15]2[C:10](=[CH:11][C:12]([O:19][CH2:20][CH3:21])=[CH:13][CH:14]=2)[N:9]([CH:22]2[CH2:23][CH2:24][CH2:25]2)[C:8]=1[C:5]1[CH:4]=[CH:3][C:2]([NH:1][C:35](=[O:36])[C:34]([F:45])([F:44])[F:33])=[CH:7][CH:6]=1)#[N:18]. Given the reactants [NH2:1][C:2]1[CH:7]=[CH:6][C:5]([C:8]2[N:9]([CH:22]3[CH2:25][CH2:24][CH2:23]3)[C:10]3[C:15]([C:16]=2[C:17]#[N:18])=[CH:14][CH:13]=[C:12]([O:19][CH2:20][CH3:21])[CH:11]=3)=[CH:4][CH:3]=1.CCN(CC)CC.[F:33][C:34]([F:45])([F:44])[C:35](O[C:35](=[O:36])[C:34]([F:45])([F:44])[F:33])=[O:36], predict the reaction product.